Dataset: Forward reaction prediction with 1.9M reactions from USPTO patents (1976-2016). Task: Predict the product of the given reaction. The product is: [C:18]1([N:17]2[C:11]3[CH2:10][CH2:9][NH:8][CH2:14][CH2:13][C:12]=3[N:15]=[CH:16]2)[CH:19]=[CH:20][CH:21]=[CH:22][CH:23]=1. Given the reactants C([N:8]1[CH2:14][CH2:13][C:12]2[N:15]=[CH:16][N:17]([C:18]3[CH:23]=[CH:22][CH:21]=[CH:20][CH:19]=3)[C:11]=2[CH2:10][CH2:9]1)C1C=CC=CC=1, predict the reaction product.